From a dataset of Forward reaction prediction with 1.9M reactions from USPTO patents (1976-2016). Predict the product of the given reaction. (1) Given the reactants [CH:1]1([CH2:4][O:5][C:6]2[CH:11]=[CH:10][C:9]([CH2:12][CH3:13])=[CH:8][C:7]=2[C:14]2[C:15]3[N:22]([CH2:23][O:24][CH2:25][CH2:26][Si:27]([CH3:30])([CH3:29])[CH3:28])[C:21]([CH3:31])=[C:20]([C:32]([OH:34])=O)[C:16]=3[N:17]=[CH:18][N:19]=2)[CH2:3][CH2:2]1.[NH2:35][C@H:36]1[CH2:41][CH2:40][C@H:39]([NH:42][C:43](=[O:49])[O:44][C:45]([CH3:48])([CH3:47])[CH3:46])[CH2:38][CH2:37]1, predict the reaction product. The product is: [CH:1]1([CH2:4][O:5][C:6]2[CH:11]=[CH:10][C:9]([CH2:12][CH3:13])=[CH:8][C:7]=2[C:14]2[C:15]3[N:22]([CH2:23][O:24][CH2:25][CH2:26][Si:27]([CH3:29])([CH3:30])[CH3:28])[C:21]([CH3:31])=[C:20]([C:32]([NH:35][C@H:36]4[CH2:41][CH2:40][C@H:39]([NH:42][C:43](=[O:49])[O:44][C:45]([CH3:47])([CH3:46])[CH3:48])[CH2:38][CH2:37]4)=[O:34])[C:16]=3[N:17]=[CH:18][N:19]=2)[CH2:3][CH2:2]1. (2) Given the reactants [NH2:1][C:2]1[CH:3]=[C:4]([NH:9][C:10](=[O:19])[C:11]2[CH:16]=[CH:15][C:14]([C:17]#[N:18])=[CH:13][CH:12]=2)[CH:5]=[CH:6][C:7]=1[CH3:8].[Cl:20][CH2:21][C:22]1[CH:23]=[C:24]([CH:28]=[CH:29][CH:30]=1)[C:25](Cl)=[O:26], predict the reaction product. The product is: [C:17]([C:14]1[CH:15]=[CH:16][C:11]([C:10]([NH:9][C:4]2[CH:5]=[CH:6][C:7]([CH3:8])=[C:2]([NH:1][C:25](=[O:26])[C:24]3[CH:28]=[CH:29][CH:30]=[C:22]([CH2:21][Cl:20])[CH:23]=3)[CH:3]=2)=[O:19])=[CH:12][CH:13]=1)#[N:18]. (3) Given the reactants C([O:3][P:4]([C:9]([C:12]1[C:21]([Br:22])=[CH:20][C:19]2[C:14](=[CH:15][C:16]([C:23]#[N:24])=[CH:17][CH:18]=2)[CH:13]=1)([F:11])[F:10])(=[O:8])[O:5]CC)C, predict the reaction product. The product is: [Br:22][C:21]1[C:12]([C:9]([P:4](=[O:3])([OH:8])[OH:5])([F:10])[F:11])=[CH:13][C:14]2[C:19]([CH:20]=1)=[CH:18][CH:17]=[C:16]([C:23]#[N:24])[CH:15]=2. (4) Given the reactants [CH2:1]([C:4]1[CH:5]=[N:6][C:7]([N:10]2[CH2:15][CH2:14][CH:13]([O:16][C:17]3[S:18][C:19]4[CH:25]=[C:24]([N:26]5[CH2:31][CH2:30][N:29](C(OC(C)(C)C)=O)[CH2:28][CH2:27]5)[CH:23]=[CH:22][C:20]=4[N:21]=3)[CH2:12][CH2:11]2)=[N:8][CH:9]=1)[CH2:2][CH3:3].C(C1C=NC(N2CCC(OC3SC4C=C(C5CCNCC=5)C=CC=4N=3)CC2)=NC=1)CC, predict the reaction product. The product is: [N:26]1([C:24]2[CH:23]=[CH:22][C:20]3[N:21]=[C:17]([O:16][CH:13]4[CH2:12][CH2:11][N:10]([C:7]5[N:8]=[CH:9][C:4]([CH2:1][CH2:2][CH3:3])=[CH:5][N:6]=5)[CH2:15][CH2:14]4)[S:18][C:19]=3[CH:25]=2)[CH2:31][CH2:30][NH:29][CH2:28][CH2:27]1. (5) Given the reactants [NH2:1][C:2]1[C:3]2[C:10]([C:11]3[CH:20]=[C:19]4[C:14]([CH:15]=[CH:16][C:17]([C:21]5[CH:26]=[CH:25][CH:24]=[CH:23][CH:22]=5)=[N:18]4)=[CH:13][CH:12]=3)=[CH:9][N:8]([C@H:27]3[CH2:30][C@H:29]([CH2:31]OS(C4C=CC(C)=CC=4)(=O)=O)[CH2:28]3)[C:4]=2[N:5]=[CH:6][N:7]=1.[NH:43]1[CH2:46][CH2:45][CH2:44]1, predict the reaction product. The product is: [N:43]1([CH2:31][C@H:29]2[CH2:30][C@H:27]([N:8]3[C:4]4[N:5]=[CH:6][N:7]=[C:2]([NH2:1])[C:3]=4[C:10]([C:11]4[CH:20]=[C:19]5[C:14]([CH:15]=[CH:16][C:17]([C:21]6[CH:26]=[CH:25][CH:24]=[CH:23][CH:22]=6)=[N:18]5)=[CH:13][CH:12]=4)=[CH:9]3)[CH2:28]2)[CH2:46][CH2:45][CH2:44]1. (6) Given the reactants Br[C:2]1[C:7]([O:8][CH3:9])=[CH:6][CH:5]=[C:4]([N+:10]([O-])=O)[N:3]=1.O.NN, predict the reaction product. The product is: [NH2:10][C:4]1[CH:5]=[CH:6][C:7]([O:8][CH3:9])=[CH:2][N:3]=1.